Dataset: Forward reaction prediction with 1.9M reactions from USPTO patents (1976-2016). Task: Predict the product of the given reaction. (1) Given the reactants [C:1]([O:5][C:6]([N:8]1[CH2:12][C@H:11]([F:13])[C@@H:10]([O:14][CH3:15])[C@H:9]1[C:16]([OH:18])=O)=[O:7])([CH3:4])([CH3:3])[CH3:2].[Cl:19][C:20]1[C:21]([F:28])=[C:22]([CH:25]=[CH:26][CH:27]=1)[CH2:23][NH2:24].CN(C(ON1N=NC2C=CC=CC1=2)=[N+](C)C)C.F[P-](F)(F)(F)(F)F.CCN(C(C)C)C(C)C, predict the reaction product. The product is: [C:1]([O:5][C:6]([N:8]1[CH2:12][C@H:11]([F:13])[C@@H:10]([O:14][CH3:15])[C@H:9]1[C:16](=[O:18])[NH:24][CH2:23][C:22]1[CH:25]=[CH:26][CH:27]=[C:20]([Cl:19])[C:21]=1[F:28])=[O:7])([CH3:2])([CH3:3])[CH3:4]. (2) Given the reactants [C:1]1([S:7]([N:10]2[C:14]3=[N:15][CH:16]=[C:17](Br)[CH:18]=[C:13]3[CH:12]=[CH:11]2)(=[O:9])=[O:8])[CH:6]=[CH:5][CH:4]=[CH:3][CH:2]=1.[CH2:20]([Sn](CCCC)(CCCC)C=C)[CH2:21]CC, predict the reaction product. The product is: [C:1]1([S:7]([N:10]2[C:14]3=[N:15][CH:16]=[C:17]([CH:20]=[CH2:21])[CH:18]=[C:13]3[CH:12]=[CH:11]2)(=[O:9])=[O:8])[CH:6]=[CH:5][CH:4]=[CH:3][CH:2]=1. (3) The product is: [CH3:20][O:19][N:18]([CH3:17])[C:6]([CH:1]1[CH2:5][CH2:4][CH2:3][CH2:2]1)=[O:7]. Given the reactants [CH:1]1([C:6](Cl)=[O:7])[CH2:5][CH2:4][CH2:3][CH2:2]1.CCN(CC)CC.Cl.[CH3:17][NH:18][O:19][CH3:20].O, predict the reaction product. (4) Given the reactants Cl.[Cl:2][C:3]1[CH:8]=[CH:7][CH:6]=[C:5]([Cl:9])[C:4]=1[CH2:10][C:11](=[NH:13])[NH2:12].C[O-].[Na+].[Cl:17][C:18]1[CH:23]=[CH:22][C:21]([C:24]2[N:28]([CH:29]3[CH2:31][CH2:30]3)[C:27](=[O:32])[N:26]([CH2:33][C:34]([NH:36]N)=O)[N:25]=2)=[CH:20][CH:19]=1, predict the reaction product. The product is: [Cl:17][C:18]1[CH:23]=[CH:22][C:21]([C:24]2[N:28]([CH:29]3[CH2:31][CH2:30]3)[C:27](=[O:32])[N:26]([CH2:33][C:34]3[NH:12][C:11]([CH2:10][C:4]4[C:3]([Cl:2])=[CH:8][CH:7]=[CH:6][C:5]=4[Cl:9])=[N:13][N:36]=3)[N:25]=2)=[CH:20][CH:19]=1.